Dataset: Forward reaction prediction with 1.9M reactions from USPTO patents (1976-2016). Task: Predict the product of the given reaction. (1) Given the reactants [NH2:1][C:2]1[S:3][C:4]([CH2:7]O)=[CH:5][N:6]=1.[NH2:9][C@H:10]([C:19]([OH:21])=[O:20])[CH2:11][C:12]1[CH:17]=[CH:16][C:15]([OH:18])=[CH:14][CH:13]=1.FC(F)(F)S(O)(=O)=O, predict the reaction product. The product is: [NH2:9][C@@H:10]([CH2:11][C:12]1[CH:13]=[CH:14][C:15]([OH:18])=[C:16]([CH2:7][C:4]2[S:3][C:2]([NH2:1])=[N:6][CH:5]=2)[CH:17]=1)[C:19]([OH:21])=[O:20]. (2) The product is: [CH3:1][C:2]1[CH:10]=[CH:9][C:8]([N:11]([CH3:20])[S:12]([C:15]2[S:16][CH:17]=[CH:18][CH:19]=2)(=[O:13])=[O:14])=[C:7]2[C:3]=1[CH:4]=[C:5]([C:21]1[S:22][CH:23]([CH2:26][C:27]([NH2:31])=[O:29])[CH2:24][N:25]=1)[NH:6]2. Given the reactants [CH3:1][C:2]1[CH:10]=[CH:9][C:8]([N:11]([CH3:20])[S:12]([C:15]2[S:16][CH:17]=[CH:18][CH:19]=2)(=[O:14])=[O:13])=[C:7]2[C:3]=1[CH:4]=[C:5]([C:21]1[S:22][CH:23]([CH2:26][C:27]([OH:29])=O)[CH2:24][N:25]=1)[NH:6]2.C[N:31](C)C=O.Cl.CN(C)CCCN=C=NCC, predict the reaction product.